Dataset: Full USPTO retrosynthesis dataset with 1.9M reactions from patents (1976-2016). Task: Predict the reactants needed to synthesize the given product. (1) Given the product [C:1]([O:5][C:6](=[O:18])[NH:7][CH2:8][CH2:9][CH2:10][C:11]1[N:12]=[N:13][C:14]([C:30]2[CH:31]=[CH:32][C:27]([N:26]([CH3:36])[CH3:25])=[CH:28][CH:29]=2)=[CH:15][CH:16]=1)([CH3:4])([CH3:3])[CH3:2], predict the reactants needed to synthesize it. The reactants are: [C:1]([O:5][C:6](=[O:18])[NH:7][CH2:8][CH2:9][CH2:10][C:11]1[N:12]=[N:13][C:14](Cl)=[CH:15][CH:16]=1)([CH3:4])([CH3:3])[CH3:2].C(=O)([O-])[O-].[Na+].[Na+].[CH3:25][N:26]([CH3:36])[C:27]1[CH:32]=[CH:31][C:30](B(O)O)=[CH:29][CH:28]=1.O. (2) Given the product [Cl:35][C:32]1[CH:31]=[CH:30][C:29]([C:26]2[S:27][CH:28]=[C:24]([CH2:23][S:22][C:4]3[C:5]([C:20]#[N:21])=[C:6]([C:10]4[CH:11]=[CH:12][C:13]([O:16][CH2:17][CH2:18][OH:19])=[CH:14][CH:15]=4)[C:7]([C:8]#[N:9])=[C:2]([NH:39][CH:36]([CH3:38])[CH3:37])[N:3]=3)[N:25]=2)=[CH:34][CH:33]=1, predict the reactants needed to synthesize it. The reactants are: Cl[C:2]1[C:7]([C:8]#[N:9])=[C:6]([C:10]2[CH:15]=[CH:14][C:13]([O:16][CH2:17][CH2:18][OH:19])=[CH:12][CH:11]=2)[C:5]([C:20]#[N:21])=[C:4]([S:22][CH2:23][C:24]2[N:25]=[C:26]([C:29]3[CH:34]=[CH:33][C:32]([Cl:35])=[CH:31][CH:30]=3)[S:27][CH:28]=2)[N:3]=1.[CH:36]([NH2:39])([CH3:38])[CH3:37].O. (3) Given the product [ClH:24].[C:1]([S:4][CH:5]1[CH2:10][CH2:9][NH:8][CH2:7][CH2:6]1)(=[O:3])[CH3:2], predict the reactants needed to synthesize it. The reactants are: [C:1]([S:4][CH:5]1[CH2:10][CH2:9][N:8](C(OC(C)(C)C)=O)[CH2:7][CH2:6]1)(=[O:3])[CH3:2].C(OCC)(=O)C.[ClH:24]. (4) Given the product [C:1]([N:4]1[CH:17]([CH2:18][C:19]([N:35]2[CH2:40][CH2:39][O:38][CH2:37][CH2:36]2)=[O:21])[C:16]2[C:11](=[CH:12][CH:13]=[CH:14][CH:15]=2)[C:10]2[CH:9]=[CH:8][CH:7]=[CH:6][C:5]1=2)(=[O:3])[CH3:2], predict the reactants needed to synthesize it. The reactants are: [C:1]([N:4]1[CH:17]([CH2:18][C:19]([OH:21])=O)[C:16]2[C:11](=[CH:12][CH:13]=[CH:14][CH:15]=2)[C:10]2[CH:9]=[CH:8][CH:7]=[CH:6][C:5]1=2)(=[O:3])[CH3:2].C(Cl)CCl.C(N(C(C)C)C(C)C)C.[NH:35]1[CH2:40][CH2:39][O:38][CH2:37][CH2:36]1.C(O)(=O)CC(CC(O)=O)(C(O)=O)O. (5) Given the product [C:13]1([CH3:28])[CH:18]=[CH:17][CH:16]=[C:15]([S:19][C:3]2[C:4]3=[N:5][CH:6]=[CH:7][CH:8]=[C:9]3[NH:1][C:2]=2[C:10]([NH2:12])=[O:11])[CH:14]=1, predict the reactants needed to synthesize it. The reactants are: [NH:1]1[C:9]2[C:4](=[N:5][CH:6]=[CH:7][CH:8]=2)[CH:3]=[C:2]1[C:10]([NH2:12])=[O:11].[C:13]1([CH3:28])[CH:18]=[CH:17][CH:16]=[C:15]([S:19][S:19][C:15]2[CH:14]=[C:13]([CH3:28])[CH:18]=[CH:17][CH:16]=2)[CH:14]=1. (6) Given the product [C:1]([O:4][C@H:5]1[CH2:21][C@@H:20]2[C@@:8]([CH3:24])([CH:9]3[CH:17]([CH2:18][CH2:19]2)[CH:16]2[C@@:12]([CH3:23])([C:13]([Cl:27])=[C:14]([CH:32]=[O:33])[CH2:15]2)[CH2:11][CH2:10]3)[CH2:7][CH2:6]1)(=[O:3])[CH3:2], predict the reactants needed to synthesize it. The reactants are: [C:1]([O:4][C@H:5]1[CH2:21][C@@H:20]2[C@@:8]([CH3:24])([CH:9]3[CH:17]([CH2:18][CH2:19]2)[CH:16]2[C@@:12]([CH3:23])([C:13](=O)[CH2:14][CH2:15]2)[CH2:11][CH2:10]3)[CH2:7][CH2:6]1)(=[O:3])[CH3:2].P(Cl)(Cl)([Cl:27])=O.CN(C)[CH:32]=[O:33]. (7) Given the product [N:1]1[CH:2]=[C:3]([CH2:10][C:11]([N:15]([CH3:14])[C@H:16]2[CH2:35][N:20]3[C:21]4[C:26]([C:27]([CH2:28][C:29]([OH:31])=[O:30])=[C:19]3[CH2:18][CH2:17]2)=[CH:25][CH:24]=[CH:23][CH:22]=4)=[O:13])[N:4]2[CH:9]=[CH:8][CH:7]=[CH:6][C:5]=12, predict the reactants needed to synthesize it. The reactants are: [N:1]1[CH:2]=[C:3]([CH2:10][C:11]([OH:13])=O)[N:4]2[CH:9]=[CH:8][CH:7]=[CH:6][C:5]=12.[CH3:14][NH:15][C@H:16]1[CH2:35][N:20]2[C:21]3[C:26]([C:27]([CH2:28][C:29]([O:31]CCC)=[O:30])=[C:19]2[CH2:18][CH2:17]1)=[CH:25][CH:24]=[CH:23][CH:22]=3.